Dataset: Forward reaction prediction with 1.9M reactions from USPTO patents (1976-2016). Task: Predict the product of the given reaction. (1) The product is: [CH2:19]([O:18][C:16]([NH:1][C:2]1([C:12]([OH:14])=[O:13])[CH2:11][CH2:10][C:9]2[C:4](=[CH:5][CH:6]=[CH:7][CH:8]=2)[CH2:3]1)=[O:17])[CH:20]([CH3:22])[CH3:21]. Given the reactants [NH2:1][C:2]1([C:12]([OH:14])=[O:13])[CH2:11][CH2:10][C:9]2[C:4](=[CH:5][CH:6]=[CH:7][CH:8]=2)[CH2:3]1.Cl[C:16]([O:18][CH2:19][CH:20]([CH3:22])[CH3:21])=[O:17].[OH-].[Na+].Cl, predict the reaction product. (2) Given the reactants [F:1][C:2]([F:13])([F:12])[C:3]1[C:8]([C:9]([OH:11])=O)=[CH:7][N:6]=[CH:5][CH:4]=1.C(C1NC=CN=1)(C1NC=CN=1)=O.[NH2:26][CH:27]([CH2:30][OH:31])[CH2:28][OH:29], predict the reaction product. The product is: [F:12][C:2]([F:1])([F:13])[C:3]1[C:8]([C:9]([NH:26][CH:27]([CH2:30][OH:31])[CH2:28][OH:29])=[O:11])=[CH:7][N:6]=[CH:5][CH:4]=1. (3) Given the reactants [Br:1][C:2]1[CH:3]=[CH:4][C:5]([O:19]C)=[C:6]([CH2:8][CH2:9][C:10]2[C:17]([Cl:18])=[CH:16][CH:15]=[CH:14][C:11]=2[C:12]#[N:13])[CH:7]=1.B(Br)(Br)Br, predict the reaction product. The product is: [Br:1][C:2]1[CH:3]=[CH:4][C:5]([OH:19])=[C:6]([CH2:8][CH2:9][C:10]2[C:17]([Cl:18])=[CH:16][CH:15]=[CH:14][C:11]=2[C:12]#[N:13])[CH:7]=1. (4) Given the reactants [CH3:1][C:2]1[CH:7]=[CH:6][C:5]([C:8]2[CH:13]=[CH:12][C:11]([CH3:14])=[CH:10][CH:9]=2)=[CH:4][CH:3]=1.BrN1C(=[O:21])CCC1=O.C1N2CN3CN(C2)CN1C3, predict the reaction product. The product is: [CH3:1][C:2]1[CH:7]=[CH:6][C:5]([C:8]2[CH:13]=[CH:12][C:11]([CH:14]=[O:21])=[CH:10][CH:9]=2)=[CH:4][CH:3]=1. (5) The product is: [CH:14]([N:12]1[CH:13]=[C:9]([C:4]2[C:5]([NH2:8])=[N:6][CH:7]=[C:2]([C:23]3[CH:22]=[C:21]4[C:26](=[CH:25][CH:24]=3)[N:18]([CH3:17])[CH:19]=[CH:20]4)[CH:3]=2)[N:10]=[N:11]1)([CH3:16])[CH3:15]. Given the reactants Br[C:2]1[CH:3]=[C:4]([C:9]2[N:10]=[N:11][N:12]([CH:14]([CH3:16])[CH3:15])[CH:13]=2)[C:5]([NH2:8])=[N:6][CH:7]=1.[CH3:17][N:18]1[C:26]2[C:21](=[CH:22][C:23](B(O)O)=[CH:24][CH:25]=2)[CH:20]=[CH:19]1.O.C([O-])([O-])=O.[K+].[K+], predict the reaction product. (6) Given the reactants [F:1][C:2]1[N:7]=[C:6]2[O:8][C:9]3[C:14]([C:15]4([CH2:19][O:18][C:17]([NH2:20])=[N:16]4)[C:5]2=[CH:4][C:3]=1I)=[CH:13][C:12]([C:21]1[C:22]([F:27])=[N:23][CH:24]=[CH:25][CH:26]=1)=[CH:11][CH:10]=3.[O:29]1[CH2:34][CH:33]=[C:32](B2OC(C)(C)C(C)(C)O2)[CH2:31][CH2:30]1.P([O-])([O-])([O-])=O.[K+].[K+].[K+].O, predict the reaction product. The product is: [O:29]1[CH2:30][CH:31]=[C:32]([C:3]2[CH:4]=[C:5]3[C:15]4([CH2:19][O:18][C:17]([NH2:20])=[N:16]4)[C:14]4[C:9](=[CH:10][CH:11]=[C:12]([C:21]5[C:22]([F:27])=[N:23][CH:24]=[CH:25][CH:26]=5)[CH:13]=4)[O:8][C:6]3=[N:7][C:2]=2[F:1])[CH2:33][CH2:34]1. (7) Given the reactants [CH3:1][O:2][C:3]([C@@H:5]1[O:9][C:8](=[O:10])[N:7]([C:11]2[CH:22]=[CH:21][C:14]3[N:15]([CH3:20])[C:16](=O)[CH2:17][S:18][C:13]=3[CH:12]=2)[CH2:6]1)=[O:4].COC1C=CC(P2(SP(C3C=CC(OC)=CC=3)(=S)S2)=[S:32])=CC=1, predict the reaction product. The product is: [CH3:1][O:2][C:3]([C@@H:5]1[O:9][C:8](=[O:10])[N:7]([C:11]2[CH:22]=[CH:21][C:14]3[N:15]([CH3:20])[C:16](=[S:32])[CH2:17][S:18][C:13]=3[CH:12]=2)[CH2:6]1)=[O:4].